Dataset: Full USPTO retrosynthesis dataset with 1.9M reactions from patents (1976-2016). Task: Predict the reactants needed to synthesize the given product. (1) Given the product [Cl:31][C:29]1[CH:28]=[CH:27][C:25]2[N:26]=[C:22]([N:19]3[CH2:20][CH2:21][CH:16]([N:12]([CH2:11][C:7]4[CH:6]=[C:5]([CH2:4][C:3]([OH:32])=[O:2])[CH:10]=[CH:9][CH:8]=4)[CH:13]([CH3:14])[CH3:15])[CH2:17][CH2:18]3)[S:23][C:24]=2[CH:30]=1, predict the reactants needed to synthesize it. The reactants are: C[O:2][C:3](=[O:32])[CH2:4][C:5]1[CH:10]=[CH:9][CH:8]=[C:7]([CH2:11][N:12]([CH:16]2[CH2:21][CH2:20][N:19]([C:22]3[S:23][C:24]4[CH:30]=[C:29]([Cl:31])[CH:28]=[CH:27][C:25]=4[N:26]=3)[CH2:18][CH2:17]2)[CH:13]([CH3:15])[CH3:14])[CH:6]=1.[OH-].[Na+].O1CCCC1.Cl. (2) Given the product [O:38]1[C:42]2([CH2:47][CH2:46][N:45]([C:21]3[N:20]=[C:19]([O:18][C:11]4[C:12]5[C:17](=[CH:16][CH:15]=[CH:14][CH:13]=5)[C:8]([NH:7][C:5](=[O:6])[C:4]5[CH:29]=[C:30]([N:32]6[CH2:37][CH2:36][CH2:35][CH2:34][CH2:33]6)[CH:31]=[C:2]([F:1])[CH:3]=5)=[CH:9][CH:10]=4)[CH:24]=[CH:23][N:22]=3)[CH2:44][CH2:43]2)[O:41][CH2:40][CH2:39]1, predict the reactants needed to synthesize it. The reactants are: [F:1][C:2]1[CH:3]=[C:4]([CH:29]=[C:30]([N:32]2[CH2:37][CH2:36][CH2:35][CH2:34][CH2:33]2)[CH:31]=1)[C:5]([NH:7][C:8]1[C:17]2[C:12](=[CH:13][CH:14]=[CH:15][CH:16]=2)[C:11]([O:18][C:19]2[CH:24]=[CH:23][N:22]=[C:21](S(C)(=O)=O)[N:20]=2)=[CH:10][CH:9]=1)=[O:6].[O:38]1[C:42]2([CH2:47][CH2:46][NH:45][CH2:44][CH2:43]2)[O:41][CH2:40][CH2:39]1.